This data is from Full USPTO retrosynthesis dataset with 1.9M reactions from patents (1976-2016). The task is: Predict the reactants needed to synthesize the given product. (1) Given the product [C:1]1([C:7]2[S:11][C:10]([NH:12][C:13]3[N:14]=[C:15]([CH:19]=[O:20])[CH:16]=[CH:17][CH:18]=3)=[N:9][CH:8]=2)[CH:2]=[CH:3][CH:4]=[CH:5][CH:6]=1, predict the reactants needed to synthesize it. The reactants are: [C:1]1([C:7]2[S:11][C:10]([NH:12][C:13]3[CH:18]=[CH:17][CH:16]=[C:15]([CH2:19][OH:20])[N:14]=3)=[N:9][CH:8]=2)[CH:6]=[CH:5][CH:4]=[CH:3][CH:2]=1.N1C=CC=CC=1.S(=O)(=O)=O.C(N(CC)CC)C. (2) Given the product [CH3:2][C:3]1([CH3:24])[CH2:4][C:5](=[O:6])[CH2:10][CH2:11][CH:12]1[NH:13][C:14](=[O:23])[O:15][CH2:16][C:17]1[CH:22]=[CH:21][CH:20]=[CH:19][CH:18]=1, predict the reactants needed to synthesize it. The reactants are: Cl.[CH3:2][C:3]1([CH3:24])[CH:12]([NH:13][C:14](=[O:23])[O:15][CH2:16][C:17]2[CH:22]=[CH:21][CH:20]=[CH:19][CH:18]=2)[CH2:11][CH2:10][C:5]2(OCC[O:6]2)[CH2:4]1. (3) Given the product [Cl:1][C:2]1[CH:3]=[CH:4][C:5]([CH2:6][N:7]2[C:12]([NH:13][C:14]3[CH:19]=[CH:18][C:17]([O:20][CH:21]([CH3:23])[CH3:22])=[C:16]([F:24])[CH:15]=3)=[N:11][C:10](=[O:25])[N:9]([CH2:26][C:27]([CH2:32][OH:31])([CH2:28][OH:29])[CH3:35])[C:8]2=[O:36])=[CH:37][CH:38]=1, predict the reactants needed to synthesize it. The reactants are: [Cl:1][C:2]1[CH:38]=[CH:37][C:5]([CH2:6][N:7]2[C:12]([NH:13][C:14]3[CH:19]=[CH:18][C:17]([O:20][CH:21]([CH3:23])[CH3:22])=[C:16]([F:24])[CH:15]=3)=[N:11][C:10](=[O:25])[N:9]([CH2:26][C:27]3([CH3:35])[CH2:32][O:31]C(C)(C)[O:29][CH2:28]3)[C:8]2=[O:36])=[CH:4][CH:3]=1.O.C1(C)C=CC(S(O)(=O)=O)=CC=1.C(=O)(O)[O-].[Na+]. (4) Given the product [Br:20][CH:13]1[C:3]2([C:4]3[C:9](=[CH:8][CH:7]=[CH:6][CH:5]=3)[NH:1][C:2]2=[O:14])[CH2:10][CH2:11][CH2:12]1, predict the reactants needed to synthesize it. The reactants are: [NH:1]1[C:9]2[C:4](=[CH:5][CH:6]=[CH:7][CH:8]=2)[C:3]2([CH2:13][CH2:12][CH2:11][CH2:10]2)[C:2]1=[O:14].C([O-])(=O)C.[Na+].[Br:20]Br.C(=O)([O-])O.[Na+]. (5) The reactants are: [CH2:1]([O:8][C:9]1[CH:10]=[C:11]([NH:15][C:16]2[O:20][C:19]([C:21]([NH:23][C:24]3[CH:29]=[CH:28][C:27]([C@H:30]4[CH2:35][CH2:34][C@H:33]([CH2:36][C:37]([O:39][CH3:40])=[O:38])[CH2:32][CH2:31]4)=[CH:26][C:25]=3[N+:41]([O-])=O)=[O:22])=[N:18][N:17]=2)[CH:12]=[CH:13][CH:14]=1)[C:2]1[CH:7]=[CH:6][CH:5]=[CH:4][CH:3]=1.[H][H]. Given the product [NH2:41][C:25]1[CH:26]=[C:27]([C@H:30]2[CH2:35][CH2:34][C@H:33]([CH2:36][C:37]([O:39][CH3:40])=[O:38])[CH2:32][CH2:31]2)[CH:28]=[CH:29][C:24]=1[NH:23][C:21]([C:19]1[O:20][C:16]([NH:15][C:11]2[CH:12]=[CH:13][CH:14]=[C:9]([O:8][CH2:1][C:2]3[CH:3]=[CH:4][CH:5]=[CH:6][CH:7]=3)[CH:10]=2)=[N:17][N:18]=1)=[O:22], predict the reactants needed to synthesize it. (6) Given the product [C:8]([O:16][C@@H:17]1[C@H:21]([O:22][C:23](=[O:30])[C:24]2[CH:29]=[CH:28][CH:27]=[CH:26][CH:25]=2)[C@@H:20]([C:31]([NH:33][CH2:34][CH3:35])=[O:32])[O:19][C@H:18]1[N:36]1[CH:44]=[N:43][C:42]2[C:37]1=[N:38][C:39]([I:49])=[N:40][C:41]=2[Cl:45])(=[O:15])[C:9]1[CH:14]=[CH:13][CH:12]=[CH:11][CH:10]=1, predict the reactants needed to synthesize it. The reactants are: N(OCCCC)=O.[C:8]([O:16][C@@H:17]1[C@H:21]([O:22][C:23](=[O:30])[C:24]2[CH:29]=[CH:28][CH:27]=[CH:26][CH:25]=2)[C@@H:20]([C:31]([NH:33][CH2:34][CH3:35])=[O:32])[O:19][C@H:18]1[N:36]1[CH:44]=[N:43][C:42]2[C:37]1=[N:38][C:39](N)=[N:40][C:41]=2[Cl:45])(=[O:15])[C:9]1[CH:14]=[CH:13][CH:12]=[CH:11][CH:10]=1.II.[I:49]CI. (7) Given the product [CH3:1][O:2][CH:3]([Cl:15])[C:4]1[CH:9]=[CH:8][CH:7]=[CH:6][CH:5]=1, predict the reactants needed to synthesize it. The reactants are: [CH3:1][O:2][CH:3](OC)[C:4]1[CH:9]=[CH:8][CH:7]=[CH:6][CH:5]=1.C([Cl:15])(=O)C.